Task: Predict the reactants needed to synthesize the given product.. Dataset: Full USPTO retrosynthesis dataset with 1.9M reactions from patents (1976-2016) (1) Given the product [Cl:38][C:33]1[CH:34]=[CH:35][CH:36]=[CH:37][C:32]=1[C@H:30]([O:29][C:27]([NH:26][C:25]1[CH:24]=[C:23]([F:39])[S:22][C:21]=1[C:18]1[CH:19]=[CH:20][C:15]([C:12]2[CH:11]=[CH:10][C:9]([C:6]3([C:4]([OH:5])=[O:3])[CH2:8][CH2:7]3)=[CH:14][CH:13]=2)=[C:16]([O:40][CH3:41])[CH:17]=1)=[O:28])[CH3:31], predict the reactants needed to synthesize it. The reactants are: C([O:3][C:4]([C:6]1([C:9]2[CH:14]=[CH:13][C:12]([C:15]3[CH:20]=[CH:19][C:18]([C:21]4[S:22][C:23]([F:39])=[CH:24][C:25]=4[NH:26][C:27]([O:29][C@@H:30]([C:32]4[CH:37]=[CH:36][CH:35]=[CH:34][C:33]=4[Cl:38])[CH3:31])=[O:28])=[CH:17][C:16]=3[O:40][CH3:41])=[CH:11][CH:10]=2)[CH2:8][CH2:7]1)=[O:5])C.[OH-].[Na+].Cl. (2) The reactants are: C(O[C:4](=[O:30])/[CH:5]=[CH:6]/[C:7]1[C:8]([NH:16][C:17]2[CH:29]=[CH:28][C:20]([C:21]([O:23][C:24]([CH3:27])([CH3:26])[CH3:25])=[O:22])=[CH:19][CH:18]=2)=[N:9][C:10]([S:14][CH3:15])=[N:11][C:12]=1[CH3:13])C.C1CCN2C(=NCCC2)CC1.O. Given the product [CH3:13][C:12]1[C:7]2[CH:6]=[CH:5][C:4](=[O:30])[N:16]([C:17]3[CH:18]=[CH:19][C:20]([C:21]([O:23][C:24]([CH3:26])([CH3:27])[CH3:25])=[O:22])=[CH:28][CH:29]=3)[C:8]=2[N:9]=[C:10]([S:14][CH3:15])[N:11]=1, predict the reactants needed to synthesize it. (3) Given the product [O:33]1[CH2:34][CH2:35][N:30]([C:26](=[N:15][C:14]2[CH:16]=[CH:17][N:10]([C@@H:2]3[O:9][C@H:6]([CH2:7][OH:8])[C@@H:4]([OH:5])[CH2:3]3)[C:11](=[O:12])[N:13]=2)[CH3:27])[CH2:31][CH2:32]1, predict the reactants needed to synthesize it. The reactants are: O.[C@@H:2]1([N:10]2[CH:17]=[CH:16][C:14]([NH2:15])=[N:13][C:11]2=[O:12])[O:9][C@H:6]([CH2:7][OH:8])[C@@H:4]([OH:5])[CH2:3]1.N1C=CC=CC=1.CO[C:26]([N:30]1[CH2:35][CH2:34][O:33][CH2:32][CH2:31]1)(OC)[CH3:27]. (4) Given the product [F:15][CH2:16][C:17]([CH3:18])([NH:7][C:8]1[CH:13]=[CH:12][C:11]([CH3:14])=[CH:10][CH:9]=1)[C:5]#[N:6], predict the reactants needed to synthesize it. The reactants are: C[Si]([C:5]#[N:6])(C)C.[NH2:7][C:8]1[CH:13]=[CH:12][C:11]([CH3:14])=[CH:10][CH:9]=1.[F:15][CH2:16][C:17](=O)[CH3:18]. (5) Given the product [CH2:30]([N:29]([CH2:32][CH3:33])[C:27]([CH2:26][O:22][C:21]([C@H:17]1[CH2:18][CH2:19][CH2:20][N:16]1[C:14](=[O:15])[CH2:13][CH2:12][CH2:11][CH2:10][C:9]([N:5]1[CH2:6][CH2:7][CH2:8][C@@H:4]1[C:1]([O:3][CH2:37][C:36](=[O:46])[N:38]([CH2:41][CH3:42])[CH2:39][CH3:40])=[O:2])=[O:24])=[O:23])=[O:28])[CH3:31], predict the reactants needed to synthesize it. The reactants are: [C:1]([C@H:4]1[CH2:8][CH2:7][CH2:6][N:5]1[C:9](=[O:24])[CH2:10][CH2:11][CH2:12][CH2:13][C:14]([N:16]1[CH2:20][CH2:19][CH2:18][C@@H:17]1[C:21]([OH:23])=[O:22])=[O:15])([OH:3])=[O:2].Cl[CH2:26][C:27]([N:29]([CH2:32][CH3:33])[CH2:30][CH3:31])=[O:28].[I-].[Na+].[CH2:36]([N:38]([CH2:41][CH3:42])[CH2:39][CH3:40])[CH3:37].CN(C)C=[O:46].